This data is from Peptide-MHC class II binding affinity with 134,281 pairs from IEDB. The task is: Regression. Given a peptide amino acid sequence and an MHC pseudo amino acid sequence, predict their binding affinity value. This is MHC class II binding data. (1) The peptide sequence is LSDISLKLTSGKIAS. The MHC is HLA-DPA10201-DPB10501 with pseudo-sequence HLA-DPA10201-DPB10501. The binding affinity (normalized) is 0.255. (2) The peptide sequence is SQDLELSWNLNGLQPY. The MHC is HLA-DQA10301-DQB10302 with pseudo-sequence HLA-DQA10301-DQB10302. The binding affinity (normalized) is 0.351. (3) The binding affinity (normalized) is 0.0395. The peptide sequence is VSSKRNLADAVSKAP. The MHC is HLA-DPA10103-DPB10201 with pseudo-sequence HLA-DPA10103-DPB10201.